This data is from Catalyst prediction with 721,799 reactions and 888 catalyst types from USPTO. The task is: Predict which catalyst facilitates the given reaction. (1) Reactant: C(Cl)CCl.[O:5]1[CH2:10][CH2:9][NH:8][C:7]2[N:11]=[CH:12][C:13](/[CH:15]=[CH:16]/[C:17]([OH:19])=O)=[CH:14][C:6]1=2.[CH3:20][N:21]1[C:29]2[C:24](=[CH:25][CH:26]=[CH:27][CH:28]=2)[CH:23]=[C:22]1[CH2:30][NH:31][CH3:32].C1C=CC2N(O)N=NC=2C=1.O.CCN(CC)CC. Product: [O:5]1[CH2:10][CH2:9][NH:8][C:7]2[N:11]=[CH:12][C:13](/[CH:15]=[CH:16]/[C:17]([N:31]([CH3:32])[CH2:30][C:22]3[N:21]([CH3:20])[C:29]4[C:24]([CH:23]=3)=[CH:25][CH:26]=[CH:27][CH:28]=4)=[O:19])=[CH:14][C:6]1=2. The catalyst class is: 3. (2) The catalyst class is: 53. Reactant: [CH2:1]([O:3][C:4](=[O:16])[CH2:5][C:6]1[CH:11]=[CH:10][C:9]([S:12]([Cl:15])(=[O:14])=[O:13])=[CH:8][CH:7]=1)[CH3:2].[Br:17]N1C(=O)CCC1=O.C(OOC(=O)C1C=CC=CC=1)(=O)C1C=CC=CC=1. Product: [CH2:1]([O:3][C:4](=[O:16])[CH:5]([Br:17])[C:6]1[CH:7]=[CH:8][C:9]([S:12]([Cl:15])(=[O:13])=[O:14])=[CH:10][CH:11]=1)[CH3:2]. (3) Product: [NH:8]1[CH2:13][CH2:12][CH:11]([CH2:14][CH2:15][O:16][C:17]2[CH:26]=[C:25]3[C:20]([C:21](=[O:35])[N:22]([CH2:27][O:28][C:29](=[O:34])[C:30]([CH3:33])([CH3:31])[CH3:32])[CH:23]=[N:24]3)=[CH:19][C:18]=2[O:36][CH3:37])[CH2:10][CH2:9]1. The catalyst class is: 2. Reactant: C(OC([N:8]1[CH2:13][CH2:12][CH:11]([CH2:14][CH2:15][O:16][C:17]2[CH:26]=[C:25]3[C:20]([C:21](=[O:35])[N:22]([CH2:27][O:28][C:29](=[O:34])[C:30]([CH3:33])([CH3:32])[CH3:31])[CH:23]=[N:24]3)=[CH:19][C:18]=2[O:36][CH3:37])[CH2:10][CH2:9]1)=O)(C)(C)C.O.C(=O)([O-])O.[Na+]. (4) Reactant: O=[C:2]1[CH2:11][CH2:10][CH2:9][C:8]2[CH:7]=[C:6]([CH:12]=O)[CH:5]=[CH:4][C:3]1=2.[NH2:14][CH2:15][CH2:16][C:17]([OH:19])=[O:18].CCN(CC)CC.[BH3-]C#N.[Na+].[CH:31]1([C:37]2[CH:45]=[CH:44][C:40]([CH2:41][O:42][NH2:43])=[CH:39][C:38]=2[C:46]([F:49])([F:48])[F:47])[CH2:36][CH2:35][CH2:34][CH2:33][CH2:32]1. Product: [CH:31]1([C:37]2[CH:45]=[CH:44][C:40]([CH2:41][O:42][N:43]=[C:2]3[CH2:11][CH2:10][CH2:9][C:8]4[CH:7]=[C:6]([CH2:12][NH:14][CH2:15][CH2:16][C:17]([OH:19])=[O:18])[CH:5]=[CH:4][C:3]3=4)=[CH:39][C:38]=2[C:46]([F:47])([F:48])[F:49])[CH2:32][CH2:33][CH2:34][CH2:35][CH2:36]1. The catalyst class is: 467. (5) Reactant: C[O:2][C:3](=O)[C:4]1[CH:9]=[CH:8][C:7]([NH:10][C:11](=[O:26])[CH:12]([C:19]2[CH:24]=[CH:23][C:22]([Cl:25])=[CH:21][CH:20]=2)[CH2:13][CH:14]2[CH2:18][CH2:17][CH2:16][CH2:15]2)=[N:6][CH:5]=1.[H-].[Al+3].[Li+].[H-].[H-].[H-]. Product: [Cl:25][C:22]1[CH:21]=[CH:20][C:19]([CH:12]([CH2:13][CH:14]2[CH2:15][CH2:16][CH2:17][CH2:18]2)[C:11]([NH:10][C:7]2[CH:8]=[CH:9][C:4]([CH2:3][OH:2])=[CH:5][N:6]=2)=[O:26])=[CH:24][CH:23]=1. The catalyst class is: 7. (6) Product: [N:24]1[CH:25]=[CH:26][N:27]=[CH:28][C:23]=1[C:2]1[CH:3]=[C:4]([C:28]2[CH:23]=[N:24][CH:25]=[CH:26][N:27]=2)[C:5]2[S:9][C:8]([NH:10][C:11]([NH:13][CH2:14][CH3:15])=[O:12])=[N:7][C:6]=2[CH:16]=1. Reactant: I[C:2]1[CH:3]=[C:4](I)[C:5]2[S:9][C:8]([NH:10][C:11]([NH:13][CH2:14][CH3:15])=[O:12])=[N:7][C:6]=2[CH:16]=1.C([Sn](CCCC)(CCCC)[C:23]1[CH:28]=[N:27][CH:26]=[CH:25][N:24]=1)CCC. The catalyst class is: 128.